Dataset: NCI-60 drug combinations with 297,098 pairs across 59 cell lines. Task: Regression. Given two drug SMILES strings and cell line genomic features, predict the synergy score measuring deviation from expected non-interaction effect. (1) Drug 1: C1=NC2=C(N1)C(=S)N=C(N2)N. Drug 2: C1=NC2=C(N=C(N=C2N1C3C(C(C(O3)CO)O)F)Cl)N. Cell line: K-562. Synergy scores: CSS=40.2, Synergy_ZIP=-6.22, Synergy_Bliss=-9.81, Synergy_Loewe=-9.47, Synergy_HSA=-4.46. (2) Drug 1: CC1=C(C(=O)C2=C(C1=O)N3CC4C(C3(C2COC(=O)N)OC)N4)N. Drug 2: C(CN)CNCCSP(=O)(O)O. Cell line: MALME-3M. Synergy scores: CSS=10.1, Synergy_ZIP=-4.02, Synergy_Bliss=-1.72, Synergy_Loewe=-13.4, Synergy_HSA=0.673. (3) Drug 1: C1CCC(C1)C(CC#N)N2C=C(C=N2)C3=C4C=CNC4=NC=N3. Drug 2: CN(C)N=NC1=C(NC=N1)C(=O)N. Cell line: SF-268. Synergy scores: CSS=-4.50, Synergy_ZIP=3.72, Synergy_Bliss=4.16, Synergy_Loewe=-2.93, Synergy_HSA=-2.63. (4) Drug 1: C1=NC(=NC(=O)N1C2C(C(C(O2)CO)O)O)N. Drug 2: CN(CC1=CN=C2C(=N1)C(=NC(=N2)N)N)C3=CC=C(C=C3)C(=O)NC(CCC(=O)O)C(=O)O. Cell line: MDA-MB-231. Synergy scores: CSS=1.53, Synergy_ZIP=-0.318, Synergy_Bliss=-1.34, Synergy_Loewe=-1.02, Synergy_HSA=-1.29. (5) Drug 1: CNC(=O)C1=CC=CC=C1SC2=CC3=C(C=C2)C(=NN3)C=CC4=CC=CC=N4. Drug 2: C(CN)CNCCSP(=O)(O)O. Cell line: EKVX. Synergy scores: CSS=-0.778, Synergy_ZIP=-1.54, Synergy_Bliss=-4.14, Synergy_Loewe=-9.98, Synergy_HSA=-4.81.